From a dataset of Peptide-MHC class II binding affinity with 134,281 pairs from IEDB. Regression. Given a peptide amino acid sequence and an MHC pseudo amino acid sequence, predict their binding affinity value. This is MHC class II binding data. (1) The MHC is DRB4_0101 with pseudo-sequence DRB4_0103. The peptide sequence is GELQIVDHIDAAFKI. The binding affinity (normalized) is 0.641. (2) The peptide sequence is STEQNVPDPQVGITT. The MHC is DRB4_0101 with pseudo-sequence DRB4_0103. The binding affinity (normalized) is 0.231.